This data is from Reaction yield outcomes from USPTO patents with 853,638 reactions. The task is: Predict the reaction yield, written as a fraction of the theoretical maximum amount of product (1.0 means a 100% yield; for example, 0.34 means a 34% yield). (1) The reactants are [BH4-].[Li+].CO.C([O:7][C:8](=O)[C:9]([CH3:29])([CH3:28])[CH2:10][CH2:11][CH2:12][CH2:13][C:14](=[O:27])[CH2:15][CH2:16][CH2:17][CH2:18][C:19]([CH3:26])([CH3:25])[C:20](OCC)=[O:21])C.[Cl-].[NH4+]. The catalyst is ClCCl. The product is [CH3:25][C:19]([CH3:26])([CH2:18][CH2:17][CH2:16][CH2:15][CH:14]([OH:27])[CH2:13][CH2:12][CH2:11][CH2:10][C:9]([CH3:29])([CH3:28])[CH2:8][OH:7])[CH2:20][OH:21]. The yield is 0.740. (2) The reactants are [NH2:1][C:2]1[CH:7]=[CH:6][N:5]([CH2:8][CH2:9][CH:10]([F:32])[CH2:11][N:12]2[CH:16]=[C:15]([C:17]([NH:19][CH2:20][C:21]3[CH:26]=[CH:25][CH:24]=[C:23]([O:27][C:28]([F:31])([F:30])[F:29])[CH:22]=3)=[O:18])[N:14]=[N:13]2)[C:4](=[O:33])[C:3]=1[F:34].[N:35]1[CH:40]=[CH:39][CH:38]=[CH:37][CH:36]=1.Cl[CH:42]([CH3:46])[C:43](Cl)=[O:44].N1CCCCC1. The catalyst is CN(C=O)C. The product is [F:32][CH:10]([CH2:9][CH2:8][N:5]1[CH:6]=[CH:7][C:2]([NH:1][C:43](=[O:44])[CH:42]([N:35]2[CH2:40][CH2:39][CH2:38][CH2:37][CH2:36]2)[CH3:46])=[C:3]([F:34])[C:4]1=[O:33])[CH2:11][N:12]1[CH:16]=[C:15]([C:17]([NH:19][CH2:20][C:21]2[CH:26]=[CH:25][CH:24]=[C:23]([O:27][C:28]([F:29])([F:30])[F:31])[CH:22]=2)=[O:18])[N:14]=[N:13]1. The yield is 0.910. (3) The reactants are C([O:3][CH2:4][CH2:5][CH2:6][N:7]1[C:12](=[O:13])[C:11]2[C:14]([CH2:22][C:23]3[CH:28]=[CH:27][CH:26]=[CH:25][CH:24]=3)=[C:15]([O:18][CH:19]([CH3:21])[CH3:20])[CH:16]=[N:17][C:10]=2[N:9]([CH3:29])[C:8]1=[O:30])=O.O[Li].O. The catalyst is C1COCC1.O.CC(=O)OCC. The yield is 0.390. The product is [CH2:22]([C:14]1[C:11]2[C:12](=[O:13])[N:7]([CH2:6][CH2:5][CH2:4][OH:3])[C:8](=[O:30])[N:9]([CH3:29])[C:10]=2[N:17]=[CH:16][C:15]=1[O:18][CH:19]([CH3:21])[CH3:20])[C:23]1[CH:28]=[CH:27][CH:26]=[CH:25][CH:24]=1. (4) The reactants are C(OC(=O)[NH:7][CH2:8][C:9]1[CH:14]=[CH:13][N:12]=[C:11]([C:15]2[CH:16]=[N:17][C:18]([C:21]([F:24])([F:23])[F:22])=[N:19][CH:20]=2)[CH:10]=1)(C)(C)C.C(O)(C(F)(F)F)=O. The catalyst is C(Cl)Cl. The product is [F:24][C:21]([F:22])([F:23])[C:18]1[N:19]=[CH:20][C:15]([C:11]2[CH:10]=[C:9]([CH2:8][NH2:7])[CH:14]=[CH:13][N:12]=2)=[CH:16][N:17]=1. The yield is 0.890.